Dataset: Cav3 T-type calcium channel HTS with 100,875 compounds. Task: Binary Classification. Given a drug SMILES string, predict its activity (active/inactive) in a high-throughput screening assay against a specified biological target. (1) The drug is S(=O)(=O)(n1[nH]c(=O)cc1)c1ccc(cc1)C. The result is 0 (inactive). (2) The molecule is Brc1ccc(NC(=O)CSc2n(c(nn2)CCNC(=O)c2ccc(OC)cc2)C)cc1. The result is 0 (inactive). (3) The compound is S1(=O)(=O)CC(NS(=O)(=O)c2c3nc(ccc3ccc2)C)CC1. The result is 0 (inactive). (4) The compound is Fc1ccc(c2nn(CC(=O)Nc3ccc(C(=O)NC4CC4)cc3)c(=O)cc2)cc1. The result is 0 (inactive). (5) The compound is S(=O)(=O)(N(CC)CC)c1cc(NC(=O)CSc2ccccc2)c(OC)cc1. The result is 0 (inactive). (6) The molecule is Brc1c(c2[nH]nc(SCC(=O)/C(=C(\N)C)C#N)n2)cccc1. The result is 0 (inactive).